From a dataset of Full USPTO retrosynthesis dataset with 1.9M reactions from patents (1976-2016). Predict the reactants needed to synthesize the given product. (1) Given the product [F:35][C:36]1[CH:43]=[CH:42][C:39]([CH2:40][N:13]2[N:14]=[C:15]([C:16]3[CH:17]=[CH:18][CH:19]=[CH:20][CH:21]=3)[C:11]3([CH2:10][CH2:9][NH:8][CH2:24][CH2:23]3)[C:12]2=[O:22])=[CH:38][CH:37]=1, predict the reactants needed to synthesize it. The reactants are: C(OC([N:8]1[CH2:24][CH2:23][C:11]2([C:15]([C:16]3[CH:21]=[CH:20][CH:19]=[CH:18][CH:17]=3)=[N:14][NH:13][C:12]2=[O:22])[CH2:10][CH2:9]1)=O)(C)(C)C.C[Si](C)(C)N[Si](C)(C)C.[K].[F:35][C:36]1[CH:43]=[CH:42][C:39]([CH2:40]Br)=[CH:38][CH:37]=1. (2) Given the product [Br:1][CH2:2][CH2:3][P:5](=[O:12])([O:9][CH2:10][CH3:11])[O:6][CH2:7][CH3:8], predict the reactants needed to synthesize it. The reactants are: [Br:1][CH2:2][CH2:3]Br.[P:5]([O:12]CC)([O:9][CH2:10][CH3:11])[O:6][CH2:7][CH3:8].